From a dataset of Full USPTO retrosynthesis dataset with 1.9M reactions from patents (1976-2016). Predict the reactants needed to synthesize the given product. Given the product [CH2:16]([O:23][C:7]1[C:2]([F:1])=[C:3]([CH2:12][C:13](=[O:15])[CH3:14])[C:4]([N+:9]([O-:11])=[O:10])=[CH:5][CH:6]=1)[C:17]1[CH:22]=[CH:21][CH:20]=[CH:19][CH:18]=1, predict the reactants needed to synthesize it. The reactants are: [F:1][C:2]1[C:7](F)=[CH:6][CH:5]=[C:4]([N+:9]([O-:11])=[O:10])[C:3]=1[CH2:12][C:13](=[O:15])[CH3:14].[CH2:16]([OH:23])[C:17]1[CH:22]=[CH:21][CH:20]=[CH:19][CH:18]=1.[Li+].[OH-].O.Cl.